This data is from Full USPTO retrosynthesis dataset with 1.9M reactions from patents (1976-2016). The task is: Predict the reactants needed to synthesize the given product. (1) Given the product [F:1][C:2]1[CH:3]=[C:4]([N:8]2[C:12]([CH3:13])=[C:11]([C@H:14]([N:16]([CH2:28][C:29]3[N:30]([C:34]4[S:35][CH:36]=[CH:37][N:38]=4)[CH:31]=[CH:32][CH:33]=3)[CH2:17][C:18]3[N:19]([C:23]4[S:24][CH:25]=[CH:26][N:27]=4)[CH:20]=[CH:21][CH:22]=3)[CH3:15])[CH:10]=[N:9]2)[CH:5]=[CH:6][CH:7]=1, predict the reactants needed to synthesize it. The reactants are: [F:1][C:2]1[CH:3]=[C:4]([N:8]2[C:12]([CH3:13])=[C:11]([CH:14]([N:16]([CH2:28][C:29]3[N:30]([C:34]4[S:35][CH:36]=[CH:37][N:38]=4)[CH:31]=[CH:32][CH:33]=3)[CH2:17][C:18]3[N:19]([C:23]4[S:24][CH:25]=[CH:26][N:27]=4)[CH:20]=[CH:21][CH:22]=3)[CH3:15])[CH:10]=[N:9]2)[CH:5]=[CH:6][CH:7]=1. (2) Given the product [CH2:25]([N:22]1[C:18]2=[N:19][C:20]([CH3:21])=[C:15]([CH2:14][N:13]3[CH2:2][C:3]4[C:4](=[CH:9][CH:10]=[CH:11][CH:12]=4)[C:5]3=[O:7])[C:16]([NH:27][CH:28]3[CH2:29][CH2:30][O:31][CH2:32][CH2:33]3)=[C:17]2[CH:24]=[N:23]1)[CH3:26], predict the reactants needed to synthesize it. The reactants are: Br[CH2:2][C:3]1[CH:12]=[CH:11][CH:10]=[CH:9][C:4]=1[C:5]([O:7]C)=O.[NH2:13][CH2:14][C:15]1[C:20]([CH3:21])=[N:19][C:18]2[N:22]([CH2:25][CH3:26])[N:23]=[CH:24][C:17]=2[C:16]=1[NH:27][CH:28]1[CH2:33][CH2:32][O:31][CH2:30][CH2:29]1.CCN(C(C)C)C(C)C. (3) The reactants are: [CH2:1]([O:4][CH2:5]/[CH:6]=[CH:7]/[C@@H:8]1[O:12][C@@H:11]([CH2:13][CH2:14][C@@H:15]2[O:20][C@H:19]([CH2:21][C@@H:22]3[O:26][C@H:25]([CH2:27][C@@H:28]([CH2:37][O:38][Si](C)(C)C(C)(C)C)[O:29][Si](C)(C)C(C)(C)C)[C@H:24]([O:46][CH3:47])[C@H:23]3[CH2:48][S:49]([C:52]3[CH:57]=[CH:56][CH:55]=[CH:54][CH:53]=3)(=[O:51])=[O:50])[C:18](=[CH2:58])[C@H:17]([CH3:59])[CH2:16]2)[C:10](=[CH2:60])[CH2:9]1)[CH:2]=[CH2:3].CCCC[N+](CCCC)(CCCC)CCCC.[F-]. Given the product [CH2:1]([O:4][CH2:5]/[CH:6]=[CH:7]/[C@@H:8]1[O:12][C@@H:11]([CH2:13][CH2:14][C@@H:15]2[O:20][C@H:19]([CH2:21][C@@H:22]3[O:26][C@H:25]([CH2:27][C@H:28]([OH:29])[CH2:37][OH:38])[C@H:24]([O:46][CH3:47])[C@H:23]3[CH2:48][S:49]([C:52]3[CH:53]=[CH:54][CH:55]=[CH:56][CH:57]=3)(=[O:50])=[O:51])[C:18](=[CH2:58])[C@H:17]([CH3:59])[CH2:16]2)[C:10](=[CH2:60])[CH2:9]1)[CH:2]=[CH2:3], predict the reactants needed to synthesize it. (4) Given the product [C:24]1([CH:13]([O:12][S:7]([C:4]2[CH:5]=[CH:6][C:1]([CH3:11])=[CH:2][CH:3]=2)(=[O:9])=[O:8])[C:14]([O:16][CH2:17][C:18]2[CH:23]=[CH:22][CH:21]=[CH:20][CH:19]=2)=[O:15])[CH:29]=[CH:28][CH:27]=[CH:26][CH:25]=1, predict the reactants needed to synthesize it. The reactants are: [C:1]1([CH3:11])[CH:6]=[CH:5][C:4]([S:7](Cl)(=[O:9])=[O:8])=[CH:3][CH:2]=1.[OH:12][C@@H:13]([C:24]1[CH:29]=[CH:28][CH:27]=[CH:26][CH:25]=1)[C:14]([O:16][CH2:17][C:18]1[CH:23]=[CH:22][CH:21]=[CH:20][CH:19]=1)=[O:15].C(N(CC)CC)C. (5) Given the product [C:1]([O:5][C:6]([N:8]1[CH2:13][CH2:12][CH:11]([O:14][C:15]2[CH:24]=[CH:23][CH:22]=[C:21]3[C:16]=2[C:17]([Cl:46])=[N:18][CH:19]=[N:20]3)[CH2:10][CH2:9]1)=[O:7])([CH3:4])([CH3:3])[CH3:2], predict the reactants needed to synthesize it. The reactants are: [C:1]([O:5][C:6]([N:8]1[CH2:13][CH2:12][CH:11]([O:14][C:15]2[CH:24]=[CH:23][CH:22]=[C:21]3[C:16]=2[C:17](=O)[NH:18][CH:19]=[N:20]3)[CH2:10][CH2:9]1)=[O:7])([CH3:4])([CH3:3])[CH3:2].C1(P(C2C=CC=CC=2)C2C=CC=CC=2)C=CC=CC=1.C(Cl)(Cl)(Cl)[Cl:46]. (6) Given the product [I:26][C:19]1[C:18]([CH2:17][C:11]2([N:29]=[C:32]=[O:41])[CH2:12][CH2:13][N:8]([C:6]([O:5][C:1]([CH3:4])([CH3:3])[CH3:2])=[O:7])[CH2:9][CH2:10]2)=[CH:22][N:21]([CH:23]([CH3:24])[CH3:25])[N:20]=1, predict the reactants needed to synthesize it. The reactants are: [C:1]([O:5][C:6]([N:8]1[CH2:13][CH2:12][C:11]([CH2:17][C:18]2[C:19]([I:26])=[N:20][N:21]([CH:23]([CH3:25])[CH3:24])[CH:22]=2)(C(O)=O)[CH2:10][CH2:9]1)=[O:7])([CH3:4])([CH3:3])[CH3:2].C([N:29]([CH2:32]C)CC)C.C1(P(N=[N+]=[N-])(C2C=CC=CC=2)=[O:41])C=CC=CC=1.